Dataset: Full USPTO retrosynthesis dataset with 1.9M reactions from patents (1976-2016). Task: Predict the reactants needed to synthesize the given product. (1) The reactants are: COC(=O)C1C=CC(CBr)=C(C(F)(F)F)C=1.[CH3:17][O:18][C:19](=[O:53])[C:20]1[CH:25]=[CH:24][C:23]([CH2:26][N:27]2[CH:31]=[C:30]([C:32]3[CH:37]=[CH:36][C:35]([Cl:38])=[CH:34][C:33]=3[Cl:39])[N:29]=[C:28]2/[CH:40]=[CH:41]/[C:42]2[CH:47]=[CH:46][C:45](Br)=[CH:44][CH:43]=2)=[C:22]([C:49]([F:52])([F:51])[F:50])[CH:21]=1.[C:54]([NH:61][C:62]1[CH:67]=[CH:66][C:65](B(O)O)=[CH:64][C:63]=1[O:71][CH3:72])([O:56][C:57]([CH3:60])([CH3:59])[CH3:58])=[O:55]. Given the product [CH3:17][O:18][C:19](=[O:53])[C:20]1[CH:25]=[CH:24][C:23]([CH2:26][N:27]2[CH:31]=[C:30]([C:32]3[CH:37]=[CH:36][C:35]([Cl:38])=[CH:34][C:33]=3[Cl:39])[N:29]=[C:28]2/[CH:40]=[CH:41]/[C:42]2[CH:47]=[CH:46][C:45]([C:65]3[CH:66]=[CH:67][C:62]([NH:61][C:54]([O:56][C:57]([CH3:58])([CH3:59])[CH3:60])=[O:55])=[C:63]([O:71][CH3:72])[CH:64]=3)=[CH:44][CH:43]=2)=[C:22]([C:49]([F:52])([F:51])[F:50])[CH:21]=1, predict the reactants needed to synthesize it. (2) The reactants are: [CH2:1]([N:8]1[C:16]2[C:11](=[CH:12][C:13]([C:17]3[CH:22]=[CH:21][CH:20]=[CH:19][CH:18]=3)=[CH:14][CH:15]=2)[C:10]([C:23](=[O:29])[C:24]([O:26]CC)=[O:25])=[CH:9]1)[C:2]1[CH:7]=[CH:6][CH:5]=[CH:4][CH:3]=1.[OH-].[K+]. Given the product [CH2:1]([N:8]1[C:16]2[C:11](=[CH:12][C:13]([C:17]3[CH:18]=[CH:19][CH:20]=[CH:21][CH:22]=3)=[CH:14][CH:15]=2)[C:10]([C:23](=[O:29])[C:24]([OH:26])=[O:25])=[CH:9]1)[C:2]1[CH:3]=[CH:4][CH:5]=[CH:6][CH:7]=1, predict the reactants needed to synthesize it. (3) Given the product [CH2:1]([O:8][C:9]([C:11]1[CH:12]=[C:13]([CH:17]2[C:26]([CH3:28])([CH3:27])[CH2:25][C:24]3[C:19](=[CH:20][CH:21]=[C:22]([C:30]([O:32][CH3:33])=[O:31])[CH:23]=3)[NH:18]2)[CH:14]=[CH:15][CH:16]=1)=[O:10])[C:2]1[CH:7]=[CH:6][CH:5]=[CH:4][CH:3]=1, predict the reactants needed to synthesize it. The reactants are: [CH2:1]([O:8][C:9]([C:11]1[CH:12]=[C:13]([CH:17]2[C:26]([CH3:28])([CH3:27])[CH:25](O)[C:24]3[C:19](=[CH:20][CH:21]=[C:22]([C:30]([O:32][CH3:33])=[O:31])[CH:23]=3)[NH:18]2)[CH:14]=[CH:15][CH:16]=1)=[O:10])[C:2]1[CH:7]=[CH:6][CH:5]=[CH:4][CH:3]=1.C([SiH](CC)CC)C.C(OCC)(=O)C.C(=O)([O-])[O-].[Na+].[Na+]. (4) Given the product [C:1]([CH:5]1[N:14]2[C:9](=[CH:10][C:11](=[O:20])[C:12]([C:15]([O:17][CH2:18][CH3:19])=[O:16])=[CH:13]2)[C:8]2[CH:21]=[C:22]([Cl:31])[C:23]([O:25][CH2:26][CH2:27][CH2:28][O:29][CH3:30])=[CH:24][C:7]=2[CH2:6]1)([CH3:2])([CH3:3])[CH3:4], predict the reactants needed to synthesize it. The reactants are: [C:1]([CH:5]1[N:14]2[CH:9]([CH2:10][C:11](=[O:20])[C:12]([C:15]([O:17][CH2:18][CH3:19])=[O:16])=[CH:13]2)[C:8]2[CH:21]=[C:22]([Cl:31])[C:23]([O:25][CH2:26][CH2:27][CH2:28][O:29][CH3:30])=[CH:24][C:7]=2[CH2:6]1)([CH3:4])([CH3:3])[CH3:2].C1(Cl)C(=O)C(Cl)=C(Cl)C(=O)C=1Cl. (5) Given the product [CH:1]1([O:7][C:17]2[CH:18]=[CH:19][CH:20]=[C:13]([N+:10]([O-:12])=[O:11])[C:14]=2[C:15]#[N:16])[CH2:6][CH2:5][CH2:4][CH2:3][CH2:2]1, predict the reactants needed to synthesize it. The reactants are: [CH:1]1([OH:7])[CH2:6][CH2:5][CH2:4][CH2:3][CH2:2]1.[H-].[Na+].[N+:10]([C:13]1[CH:20]=[CH:19][CH:18]=[C:17]([N+]([O-])=O)[C:14]=1[C:15]#[N:16])([O-:12])=[O:11].C(O)(=O)CC(CC(O)=O)(C(O)=O)O. (6) Given the product [NH2:9][C:10]1[S:11][C:1]([CH2:2][CH2:3][OH:4])=[CH:6][N:5]=1, predict the reactants needed to synthesize it. The reactants are: [CH2:1]1[C:6](=O)[N:5](Br)[C:3](=[O:4])[CH2:2]1.[NH2:9][C:10](N)=[S:11].